From a dataset of Catalyst prediction with 721,799 reactions and 888 catalyst types from USPTO. Predict which catalyst facilitates the given reaction. Reactant: [CH3:1][N:2]1[C:10]2[C:9]([C:11]3[CH:16]=[C:15]([C:17]#[C:18][C:19]4[CH:20]=[C:21]5[C:26](=[CH:27][CH:28]=4)[C:25]([CH3:29])=[N:24][CH:23]=[CH:22]5)[N:14]=[C:13]([NH2:30])[CH:12]=3)=[N:8][CH:7]=[N:6][C:5]=2[C:4]([CH3:31])=[N:3]1.[CH3:32][CH2:33][N:34](C(C)C)C(C)C.Br[CH:42]([CH2:46][CH3:47])[C:43](Br)=[O:44].C(N)C. Product: [CH3:1][N:2]1[C:10]2[C:9]([C:11]3[CH:16]=[C:15]([C:17]#[C:18][C:19]4[CH:20]=[C:21]5[C:26](=[CH:27][CH:28]=4)[C:25]([CH3:29])=[N:24][CH:23]=[CH:22]5)[N:14]=[C:13]([NH:30][C:43](=[O:44])[CH:42]([NH:34][CH2:33][CH3:32])[CH2:46][CH3:47])[CH:12]=3)=[N:8][CH:7]=[N:6][C:5]=2[C:4]([CH3:31])=[N:3]1. The catalyst class is: 11.